This data is from Catalyst prediction with 721,799 reactions and 888 catalyst types from USPTO. The task is: Predict which catalyst facilitates the given reaction. (1) Reactant: C([O:5][C:6](=[O:33])[C:7]([S:10][C:11]1[S:12][CH:13]=[C:14]([CH2:16][CH2:17][N:18]([C:26]2[CH:31]=[CH:30][C:29]([Br:32])=[CH:28][N:27]=2)[CH2:19][CH2:20][CH2:21][CH2:22][CH2:23][CH2:24][CH3:25])[N:15]=1)([CH3:9])[CH3:8])(C)(C)C.[ClH:34].O1CCOCC1. Product: [ClH:34].[Br:32][C:29]1[CH:30]=[CH:31][C:26]([N:18]([CH2:19][CH2:20][CH2:21][CH2:22][CH2:23][CH2:24][CH3:25])[CH2:17][CH2:16][C:14]2[N:15]=[C:11]([S:10][C:7]([CH3:8])([CH3:9])[C:6]([OH:33])=[O:5])[S:12][CH:13]=2)=[N:27][CH:28]=1. The catalyst class is: 12. (2) Product: [Br:13][C:14]1[CH:22]=[C:21]([C:23]([C:26]#[N:27])([CH3:25])[CH3:24])[CH:20]=[C:19]([F:28])[C:15]=1[C:16]([NH2:3])=[O:17]. The catalyst class is: 1. Reactant: C1N=C[N:3](C(N2C=NC=C2)=O)C=1.[Br:13][C:14]1[CH:22]=[C:21]([C:23]([C:26]#[N:27])([CH3:25])[CH3:24])[CH:20]=[C:19]([F:28])[C:15]=1[C:16](O)=[O:17].[OH-].[NH4+]. (3) Reactant: [CH3:1][C:2]1[C:3]([C:11]2[S:15][C:14]([C:16]([OH:18])=O)=[CH:13][CH:12]=2)=[N:4][O:5][C:6]=1[C:7]([F:10])([F:9])[F:8].C([N:26]1[CH2:31][CH2:30][NH:29][CH2:28][CH2:27]1)(OC(C)(C)C)=O.[ClH:32]. Product: [ClH:32].[CH3:1][C:2]1[C:3]([C:11]2[S:15][C:14]([C:16]([N:26]3[CH2:31][CH2:30][NH:29][CH2:28][CH2:27]3)=[O:18])=[CH:13][CH:12]=2)=[N:4][O:5][C:6]=1[C:7]([F:8])([F:9])[F:10]. The catalyst class is: 12. (4) Reactant: FC(F)(F)C(O)=O.[C:8]1([C:30]2[CH:35]=[CH:34][CH:33]=[CH:32][CH:31]=2)[CH:13]=[CH:12][C:11]([CH:14]([NH:18][C:19](=[O:29])[CH2:20][NH:21]C(OC(C)(C)C)=O)[CH2:15][C:16]#[N:17])=[CH:10][CH:9]=1. Product: [NH2:21][CH2:20][C:19]([NH:18][CH:14]([C:11]1[CH:10]=[CH:9][C:8]([C:30]2[CH:35]=[CH:34][CH:33]=[CH:32][CH:31]=2)=[CH:13][CH:12]=1)[CH2:15][C:16]#[N:17])=[O:29]. The catalyst class is: 4. (5) Product: [CH3:21][S:18]([C:15]1[CH:16]=[CH:17][C:12]([NH:11][C:4]2[N:3]=[C:2]([N:22]3[CH2:27][CH2:26][CH2:25][CH2:24][CH2:23]3)[CH:10]=[CH:9][C:5]=2[C:6]([NH2:8])=[O:7])=[CH:13][CH:14]=1)(=[O:20])=[O:19]. Reactant: Cl[C:2]1[CH:10]=[CH:9][C:5]([C:6]([NH2:8])=[O:7])=[C:4]([NH:11][C:12]2[CH:17]=[CH:16][C:15]([S:18]([CH3:21])(=[O:20])=[O:19])=[CH:14][CH:13]=2)[N:3]=1.[NH:22]1[CH2:27][CH2:26][CH2:25][CH2:24][CH2:23]1. The catalyst class is: 25.